Predict the reaction yield, written as a fraction of the theoretical maximum amount of product (1.0 means a 100% yield; for example, 0.34 means a 34% yield). From a dataset of Reaction yield outcomes from USPTO patents with 853,638 reactions. (1) The reactants are [C:1]([O:5][C:6]([NH:8][CH2:9][C@@H:10]1[CH2:15][CH2:14][C@H:13]([C:16]([O:18]CCCC)=[O:17])[CH2:12][CH2:11]1)=[O:7])([CH3:4])([CH3:3])[CH3:2].[OH-].[Na+]. The catalyst is CO. The product is [C:1]([O:5][C:6]([NH:8][CH2:9][C@@H:10]1[CH2:11][CH2:12][C@H:13]([C:16]([OH:18])=[O:17])[CH2:14][CH2:15]1)=[O:7])([CH3:4])([CH3:2])[CH3:3]. The yield is 0.920. (2) The reactants are [Br:1][C:2]1[CH:21]=[CH:20][C:5]2[C:6]3[N:7]=[C:8]([C:14]([NH:16][CH:17]([CH3:19])[CH3:18])=[NH:15])[S:9][C:10]=3[CH2:11][CH2:12][O:13][C:4]=2[CH:3]=1.Cl[CH2:23][CH:24]=O.C(=O)(O)[O-].[Na+]. The catalyst is C1COCC1. The product is [Br:1][C:2]1[CH:21]=[CH:20][C:5]2[C:6]3[N:7]=[C:8]([C:14]4[N:16]([CH:17]([CH3:19])[CH3:18])[CH:23]=[CH:24][N:15]=4)[S:9][C:10]=3[CH2:11][CH2:12][O:13][C:4]=2[CH:3]=1. The yield is 0.960. (3) The reactants are [CH2:1]([O:3][C:4]([C:6]1[CH:7]=[N:8][N:9]([C:11](=[NH:22])[NH:12][C:13]2[C:18]([Br:19])=[CH:17][C:16]([F:20])=[CH:15][C:14]=2Br)[CH:10]=1)=[O:5])[CH3:2].C([O-])([O-])=O.[Cs+].[Cs+].CN(C=O)C. The catalyst is CCOC(C)=O.[Cu]I. The product is [CH2:1]([O:3][C:4]([C:6]1[CH:7]=[N:8][N:9]([C:11]2[NH:22][C:14]3[CH:15]=[C:16]([F:20])[CH:17]=[C:18]([Br:19])[C:13]=3[N:12]=2)[CH:10]=1)=[O:5])[CH3:2]. The yield is 0.170. (4) The reactants are C([O:3][C:4]([C:6]1([C:9]2[CH:14]=[CH:13][C:12]([C:15]3[CH:20]=[CH:19][C:18]([C:21]4[S:22][C:23]([Cl:40])=[CH:24][C:25]=4[NH:26][C:27]([O:29][C@@H:30]([C:32]4[CH:37]=[CH:36][C:35]([F:38])=[CH:34][C:33]=4[F:39])[CH3:31])=[O:28])=[CH:17][CH:16]=3)=[CH:11][CH:10]=2)[CH2:8][CH2:7]1)=[O:5])C.[OH-].[Na+].C(OCC)(=O)C. The catalyst is C(O)(C)C. The product is [Cl:40][C:23]1[S:22][C:21]([C:18]2[CH:19]=[CH:20][C:15]([C:12]3[CH:13]=[CH:14][C:9]([C:6]4([C:4]([OH:5])=[O:3])[CH2:8][CH2:7]4)=[CH:10][CH:11]=3)=[CH:16][CH:17]=2)=[C:25]([NH:26][C:27]([O:29][C@@H:30]([C:32]2[CH:37]=[CH:36][C:35]([F:38])=[CH:34][C:33]=2[F:39])[CH3:31])=[O:28])[CH:24]=1. The yield is 0.790. (5) The reactants are Br[C:2]1[CH:23]=[CH:22][C:5]2[C:6]3[N:10]([CH2:11][CH2:12][O:13][C:4]=2[CH:3]=1)[CH:9]=[C:8]([C:14]1[N:15]([CH:19]([CH3:21])[CH3:20])[N:16]=[CH:17][N:18]=1)[N:7]=3.[CH3:24][C:25]([OH:42])([CH3:41])[CH2:26][N:27]1[CH:31]=[C:30](B2OC(C)(C)C(C)(C)O2)[CH:29]=[N:28]1.C(=O)([O-])[O-].[Cs+].[Cs+].ClCCl. The catalyst is O1CCOCC1.O.C1C=CC(P(C2C=CC=CC=2)[C-]2C=CC=C2)=CC=1.C1C=CC(P(C2C=CC=CC=2)[C-]2C=CC=C2)=CC=1.Cl[Pd]Cl.[Fe+2]. The product is [CH:19]([N:15]1[C:14]([C:8]2[N:7]=[C:6]3[C:5]4[CH:22]=[CH:23][C:2]([C:30]5[CH:29]=[N:28][N:27]([CH2:26][C:25]([CH3:41])([OH:42])[CH3:24])[CH:31]=5)=[CH:3][C:4]=4[O:13][CH2:12][CH2:11][N:10]3[CH:9]=2)=[N:18][CH:17]=[N:16]1)([CH3:21])[CH3:20]. The yield is 0.730. (6) The reactants are [Br:1][C:2]1[CH:9]=[CH:8][CH:7]=[CH:6][C:3]=1[CH2:4][OH:5].[H-].[Na+].F[C:13]1[CH:14]=[C:15]([CH:18]=[CH:19][C:20]=1[O:21][CH3:22])[C:16]#[N:17]. The catalyst is CN(C=O)C. The product is [Br:1][C:2]1[CH:9]=[CH:8][CH:7]=[CH:6][C:3]=1[CH2:4][O:5][C:13]1[CH:14]=[C:15]([CH:18]=[CH:19][C:20]=1[O:21][CH3:22])[C:16]#[N:17]. The yield is 0.710.